The task is: Predict the product of the given reaction.. This data is from Forward reaction prediction with 1.9M reactions from USPTO patents (1976-2016). Given the reactants [N:1]1([CH2:7][C:8]2[CH:9]=[C:10]([CH:21]=[CH:22][CH:23]=2)[C:11]([NH:13][C:14]([CH3:20])([CH3:19])[C:15]([F:18])([F:17])[F:16])=[O:12])[CH2:6][CH2:5][NH:4][CH2:3][CH2:2]1.[NH2:24][C:25]1[CH:33]=[CH:32][C:28]([C:29](O)=[O:30])=[CH:27][C:26]=1[F:34].C(N(CC)CC)C.CCCP1(OP(CCC)(=O)OP(CCC)(=O)O1)=O, predict the reaction product. The product is: [NH2:24][C:25]1[CH:33]=[CH:32][C:28]([C:29]([N:4]2[CH2:5][CH2:6][N:1]([CH2:7][C:8]3[CH:9]=[C:10]([CH:21]=[CH:22][CH:23]=3)[C:11]([NH:13][C:14]([CH3:20])([CH3:19])[C:15]([F:16])([F:18])[F:17])=[O:12])[CH2:2][CH2:3]2)=[O:30])=[CH:27][C:26]=1[F:34].